From a dataset of NCI-60 drug combinations with 297,098 pairs across 59 cell lines. Regression. Given two drug SMILES strings and cell line genomic features, predict the synergy score measuring deviation from expected non-interaction effect. (1) Drug 2: C(CN)CNCCSP(=O)(O)O. Drug 1: C(CC(=O)O)C(=O)CN.Cl. Cell line: SK-MEL-28. Synergy scores: CSS=13.3, Synergy_ZIP=-1.77, Synergy_Bliss=1.57, Synergy_Loewe=-18.4, Synergy_HSA=-1.35. (2) Drug 1: C1CCN(CC1)CCOC2=CC=C(C=C2)C(=O)C3=C(SC4=C3C=CC(=C4)O)C5=CC=C(C=C5)O. Drug 2: CS(=O)(=O)CCNCC1=CC=C(O1)C2=CC3=C(C=C2)N=CN=C3NC4=CC(=C(C=C4)OCC5=CC(=CC=C5)F)Cl. Cell line: DU-145. Synergy scores: CSS=8.52, Synergy_ZIP=3.79, Synergy_Bliss=11.9, Synergy_Loewe=1.07, Synergy_HSA=2.13. (3) Drug 1: CC1OCC2C(O1)C(C(C(O2)OC3C4COC(=O)C4C(C5=CC6=C(C=C35)OCO6)C7=CC(=C(C(=C7)OC)O)OC)O)O. Drug 2: CC(C)NC(=O)C1=CC=C(C=C1)CNNC.Cl. Cell line: SF-539. Synergy scores: CSS=17.8, Synergy_ZIP=-3.44, Synergy_Bliss=-1.24, Synergy_Loewe=-26.0, Synergy_HSA=-1.19. (4) Drug 1: CCC(=C(C1=CC=CC=C1)C2=CC=C(C=C2)OCCN(C)C)C3=CC=CC=C3.C(C(=O)O)C(CC(=O)O)(C(=O)O)O. Drug 2: CC1=C(N=C(N=C1N)C(CC(=O)N)NCC(C(=O)N)N)C(=O)NC(C(C2=CN=CN2)OC3C(C(C(C(O3)CO)O)O)OC4C(C(C(C(O4)CO)O)OC(=O)N)O)C(=O)NC(C)C(C(C)C(=O)NC(C(C)O)C(=O)NCCC5=NC(=CS5)C6=NC(=CS6)C(=O)NCCC[S+](C)C)O. Cell line: HCT-15. Synergy scores: CSS=9.11, Synergy_ZIP=-3.29, Synergy_Bliss=4.84, Synergy_Loewe=-0.236, Synergy_HSA=3.89. (5) Synergy scores: CSS=50.0, Synergy_ZIP=-3.69, Synergy_Bliss=-1.83, Synergy_Loewe=2.28, Synergy_HSA=1.89. Drug 1: CC1CCCC2(C(O2)CC(NC(=O)CC(C(C(=O)C(C1O)C)(C)C)O)C(=CC3=CSC(=N3)C)C)C. Cell line: UO-31. Drug 2: CC1C(C(CC(O1)OC2CC(CC3=C2C(=C4C(=C3O)C(=O)C5=C(C4=O)C(=CC=C5)OC)O)(C(=O)CO)O)N)O.Cl. (6) Drug 1: C1CCC(CC1)NC(=O)N(CCCl)N=O. Drug 2: C1CCC(C(C1)N)N.C(=O)(C(=O)[O-])[O-].[Pt+4]. Cell line: HL-60(TB). Synergy scores: CSS=47.6, Synergy_ZIP=4.20, Synergy_Bliss=6.69, Synergy_Loewe=-4.19, Synergy_HSA=9.22. (7) Cell line: OVCAR-4. Drug 1: CCC1(CC2CC(C3=C(CCN(C2)C1)C4=CC=CC=C4N3)(C5=C(C=C6C(=C5)C78CCN9C7C(C=CC9)(C(C(C8N6C=O)(C(=O)OC)O)OC(=O)C)CC)OC)C(=O)OC)O.OS(=O)(=O)O. Drug 2: C1=CC=C(C(=C1)C(C2=CC=C(C=C2)Cl)C(Cl)Cl)Cl. Synergy scores: CSS=21.0, Synergy_ZIP=-9.70, Synergy_Bliss=-5.62, Synergy_Loewe=-21.8, Synergy_HSA=-5.62.